This data is from Reaction yield outcomes from USPTO patents with 853,638 reactions. The task is: Predict the reaction yield, written as a fraction of the theoretical maximum amount of product (1.0 means a 100% yield; for example, 0.34 means a 34% yield). (1) The reactants are [NH2:1][C:2]1[C:7]([C:8]([OH:10])=[O:9])=[CH:6][CH:5]=[CH:4][N:3]=1.S(=O)(=O)(O)O.[C:16](=O)(O)[O-].[Na+]. The catalyst is CO. The product is [NH2:1][C:2]1[C:7]([C:8]([O:10][CH3:16])=[O:9])=[CH:6][CH:5]=[CH:4][N:3]=1. The yield is 0.900. (2) The reactants are [C:1]1([CH:8]=[CH:7][CH:6]=[C:4]([OH:5])[CH:3]=1)[OH:2].O[CH:10]([C:14]1[CH:19]=CC=[CH:16][CH:15]=1)[C:11]([OH:13])=O.B(F)(F)F.CC[O:26][CH2:27][CH3:28].[CH3:29]S(Cl)(=O)=O. The catalyst is CCOCC.CCCCCC. The yield is 0.440. The product is [CH:15]1[C:14]([C:10]2[C:11](=[O:13])[C:8]3[CH:7]=[CH:6][C:4]([OH:5])=[CH:3][C:1]=3[O:2][CH:29]=2)=[CH:19][CH:28]=[C:27]([OH:26])[CH:16]=1. (3) The reactants are [CH2:1](I)[CH3:2].C(=O)([O-])[O-].[K+].[K+].[F:10][C:11]1[CH:12]=[C:13]([C:17]2[CH:25]=[C:24]3[C:20]([CH2:21][CH2:22][CH:23]3[NH:26][C:27]3[CH:28]=[C:29]([CH:38]=[CH:39][CH:40]=3)[O:30][CH2:31][C:32]([O:34][CH:35]([CH3:37])[CH3:36])=[O:33])=[CH:19][CH:18]=2)[CH:14]=[CH:15][CH:16]=1. The catalyst is C(#N)C. The product is [CH2:1]([N:26]([CH:23]1[C:24]2[C:20](=[CH:19][CH:18]=[C:17]([C:13]3[CH:14]=[CH:15][CH:16]=[C:11]([F:10])[CH:12]=3)[CH:25]=2)[CH2:21][CH2:22]1)[C:27]1[CH:28]=[C:29]([CH:38]=[CH:39][CH:40]=1)[O:30][CH2:31][C:32]([O:34][CH:35]([CH3:36])[CH3:37])=[O:33])[CH3:2]. The yield is 0.550. (4) The reactants are [NH2:1][C:2]1[N:7]=[C:6]([NH:8][C:9]2[N:14]=[CH:13][C:12]([NH:15][C:16](=[O:26])[C:17]3[CH:22]=[CH:21][C:20]([N+:23]([O-])=O)=[CH:19][CH:18]=3)=[CH:11][CH:10]=2)[CH:5]=[C:4]([CH3:27])[N:3]=1. The catalyst is [Pd].CO.C1COCC1. The product is [NH2:23][C:20]1[CH:21]=[CH:22][C:17]([C:16]([NH:15][C:12]2[CH:13]=[N:14][C:9]([NH:8][C:6]3[CH:5]=[C:4]([CH3:27])[N:3]=[C:2]([NH2:1])[N:7]=3)=[CH:10][CH:11]=2)=[O:26])=[CH:18][CH:19]=1. The yield is 0.960. (5) The product is [F:26][C:25]1[CH:24]=[CH:23][C:10]([CH2:11][C:12]2[C:21]3[C:16](=[CH:17][CH:18]=[CH:19][CH:20]=3)[C:15](=[O:22])[NH:14][N:13]=2)=[CH:9][C:8]=1[C:6]([N:4]1[CH2:3][CH:2]([NH:1][CH:30]([CH2:29][CH:28]([CH3:33])[CH3:27])[CH3:31])[CH2:5]1)=[O:7]. No catalyst specified. The yield is 0.420. The reactants are [NH2:1][CH:2]1[CH2:5][N:4]([C:6]([C:8]2[CH:9]=[C:10]([CH:23]=[CH:24][C:25]=2[F:26])[CH2:11][C:12]2[C:21]3[C:16](=[CH:17][CH:18]=[CH:19][CH:20]=3)[C:15](=[O:22])[NH:14][N:13]=2)=[O:7])[CH2:3]1.[CH3:27][CH:28]([CH3:33])[CH2:29][C:30](=O)[CH3:31].C(O[BH-](OC(=O)C)OC(=O)C)(=O)C.[Na+]. (6) The product is [CH:21]1([CH2:25][NH:26][C:2]2[CH:7]=[CH:6][C:5]([NH:8][S:9]([C:12]3[CH:17]=[CH:16][CH:15]=[CH:14][CH:13]=3)(=[O:11])=[O:10])=[CH:4][C:3]=2[N+:18]([O-:20])=[O:19])[CH2:24][CH2:23][CH2:22]1. The yield is 0.700. The catalyst is O. The reactants are F[C:2]1[CH:7]=[CH:6][C:5]([NH:8][S:9]([C:12]2[CH:17]=[CH:16][CH:15]=[CH:14][CH:13]=2)(=[O:11])=[O:10])=[CH:4][C:3]=1[N+:18]([O-:20])=[O:19].[CH:21]1([CH2:25][NH2:26])[CH2:24][CH2:23][CH2:22]1.CCO.